This data is from Full USPTO retrosynthesis dataset with 1.9M reactions from patents (1976-2016). The task is: Predict the reactants needed to synthesize the given product. (1) Given the product [C:27]([O:31][C:32](=[O:42])[CH2:33][O:34][CH:35]1[CH2:40][CH2:39][CH:38]([I:25])[CH2:37][CH2:36]1)([CH3:30])([CH3:29])[CH3:28], predict the reactants needed to synthesize it. The reactants are: C1(P(C2C=CC=CC=2)C2C=CC=CC=2)C=CC=CC=1.N1C=CN=C1.[I:25]I.[C:27]([O:31][C:32](=[O:42])[CH2:33][O:34][CH:35]1[CH2:40][CH2:39][CH:38](O)[CH2:37][CH2:36]1)([CH3:30])([CH3:29])[CH3:28]. (2) Given the product [CH:1]([C:3]1[CH:4]=[C:5]([C:9]2[CH:14]=[CH:13][C:12]([C:15]#[N:16])=[CH:11][C:10]=2[CH3:18])[CH:6]=[CH:7][CH:8]=1)=[O:2], predict the reactants needed to synthesize it. The reactants are: [CH:1]([C:3]1[CH:4]=[C:5]([C:9]2[CH:14]=[CH:13][C:12]([C:15]#[N:16])=[CH:11][CH:10]=2)[CH:6]=[CH:7][CH:8]=1)=[O:2].Br[C:18]1C=CC(C#N)=CC=1C. (3) Given the product [C:12]([C:15]1[C:20]([C:21]2[CH:22]=[CH:23][CH:24]=[CH:25][CH:26]=2)=[N:19][N:18]([CH2:27][CH3:28])[C:17](=[O:29])[C:16]=1[NH:3][C:4]1[C:9]([Cl:10])=[CH:8][N:7]=[CH:6][C:5]=1[Cl:11])(=[O:14])[CH3:13], predict the reactants needed to synthesize it. The reactants are: [H-].[Na+].[NH2:3][C:4]1[C:9]([Cl:10])=[CH:8][N:7]=[CH:6][C:5]=1[Cl:11].[C:12]([C:15]1[C:20]([C:21]2[CH:26]=[CH:25][CH:24]=[CH:23][CH:22]=2)=[N:19][N:18]([CH2:27][CH3:28])[C:17](=[O:29])[C:16]=1[N+]([O-])=O)(=[O:14])[CH3:13].Cl. (4) Given the product [CH:18]1[C:19]2[C:14](=[CH:13][CH:12]=[CH:11][CH:10]=2)[CH:15]=[CH:16][C:17]=1[C:2]1[CH:9]=[CH:8][CH:7]=[CH:6][C:3]=1[CH2:4][OH:5], predict the reactants needed to synthesize it. The reactants are: Br[C:2]1[CH:9]=[CH:8][CH:7]=[CH:6][C:3]=1[CH2:4][OH:5].[CH:10]1[C:19]2[C:14](=[CH:15][CH:16]=[CH:17][CH:18]=2)[CH:13]=[CH:12][C:11]=1B(O)O.[O-]P([O-])([O-])=O.[K+].[K+].[K+]. (5) Given the product [F:26][C:27]1[CH:32]=[C:31]([F:33])[CH:30]=[CH:29][C:28]=1[S:34][CH2:6][CH2:7][N:8]1[C:16]2[N:15]=[C:14]([NH2:17])[N:13]3[N:18]=[C:19]([C:21]4[O:22][CH:23]=[CH:24][CH:25]=4)[N:20]=[C:12]3[C:11]=2[CH:10]=[CH:9]1, predict the reactants needed to synthesize it. The reactants are: CS(O[CH2:6][CH2:7][N:8]1[C:16]2[N:15]=[C:14]([NH2:17])[N:13]3[N:18]=[C:19]([C:21]4[O:22][CH:23]=[CH:24][CH:25]=4)[N:20]=[C:12]3[C:11]=2[CH:10]=[CH:9]1)(=O)=O.[F:26][C:27]1[CH:32]=[C:31]([F:33])[CH:30]=[CH:29][C:28]=1[SH:34].CCN(C(C)C)C(C)C. (6) Given the product [OH:8][CH2:9][C:10]1[N:15]=[CH:14][N:13]=[C:12]([O:16][C:17]2[CH:18]=[C:19]3[C:23](=[CH:24][CH:25]=2)[N:22]([C:26]([NH:28][C:29]2[CH:33]=[C:32]([C:34]([F:36])([F:37])[F:35])[N:31]([CH3:38])[N:30]=2)=[O:27])[CH:21]=[CH:20]3)[CH:11]=1, predict the reactants needed to synthesize it. The reactants are: C([O:8][CH2:9][C:10]1[N:15]=[CH:14][N:13]=[C:12]([O:16][C:17]2[CH:18]=[C:19]3[C:23](=[CH:24][CH:25]=2)[N:22]([C:26]([NH:28][C:29]2[CH:33]=[C:32]([C:34]([F:37])([F:36])[F:35])[N:31]([CH3:38])[N:30]=2)=[O:27])[CH:21]=[CH:20]3)[CH:11]=1)C1C=CC=CC=1. (7) Given the product [C:28]([O:27][C:25]([NH:24][C:5]1[CH:4]=[CH:3][C:2]([NH:1][C:35]2[C:36]([Cl:40])=[CH:37][N:38]=[C:33]([Cl:32])[N:34]=2)=[CH:7][C:6]=1[CH2:8][CH2:9][C:10]1[CH:11]=[C:12]([NH:16][C:17](=[O:23])[O:18][C:19]([CH3:22])([CH3:21])[CH3:20])[CH:13]=[N:14][CH:15]=1)=[O:26])([CH3:31])([CH3:30])[CH3:29], predict the reactants needed to synthesize it. The reactants are: [NH2:1][C:2]1[CH:3]=[CH:4][C:5]([NH:24][C:25]([O:27][C:28]([CH3:31])([CH3:30])[CH3:29])=[O:26])=[C:6]([CH2:8][CH2:9][C:10]2[CH:11]=[C:12]([NH:16][C:17](=[O:23])[O:18][C:19]([CH3:22])([CH3:21])[CH3:20])[CH:13]=[N:14][CH:15]=2)[CH:7]=1.[Cl:32][C:33]1[N:38]=[C:37](Cl)[C:36]([Cl:40])=[CH:35][N:34]=1. (8) The reactants are: [CH3:1][N:2]([CH2:4][CH:5]1[CH:11]2[CH2:12][CH:8]([CH2:9][CH2:10]2)[CH:7]=[C:6]1[C:13]1[CH:14]=[C:15]([OH:19])[CH:16]=[CH:17][CH:18]=1)[CH3:3].[CH3:20][C:21]([CH3:26])([CH3:25])[C:22](Cl)=[O:23].C(N(CC)CC)C. Given the product [CH3:3][N:2]([CH2:4][CH:5]1[CH:11]2[CH2:12][CH:8]([CH2:9][CH2:10]2)[CH:7]=[C:6]1[C:13]1[CH:14]=[C:15]([O:19][C:22](=[O:23])[C:21]([CH3:26])([CH3:25])[CH3:20])[CH:16]=[CH:17][CH:18]=1)[CH3:1], predict the reactants needed to synthesize it. (9) Given the product [ClH:1].[F:26][C:23]1[CH:24]=[CH:25][C:20]([C:18]2[N:19]=[C:15]([CH:12]3[CH2:13][CH2:14][NH:9][CH2:10][CH2:11]3)[NH:16][CH:17]=2)=[CH:21][C:22]=1[C:27]([F:28])([F:29])[F:30], predict the reactants needed to synthesize it. The reactants are: [ClH:1].C(OC([N:9]1[CH2:14][CH2:13][CH:12]([C:15]2[NH:16][CH:17]=[C:18]([C:20]3[CH:25]=[CH:24][C:23]([F:26])=[C:22]([C:27]([F:30])([F:29])[F:28])[CH:21]=3)[N:19]=2)[CH2:11][CH2:10]1)=O)(C)(C)C.